From a dataset of Reaction yield outcomes from USPTO patents with 853,638 reactions. Predict the reaction yield, written as a fraction of the theoretical maximum amount of product (1.0 means a 100% yield; for example, 0.34 means a 34% yield). (1) The reactants are C(NC(C)C)(C)C.[Li]CCCC.[C:13]1([C:23]2[CH:28]=[CH:27][CH:26]=[CH:25][CH:24]=2)[CH:18]=[CH:17][CH:16]=[C:15]([CH2:19][C:20]([OH:22])=[O:21])[CH:14]=1.Br[CH2:30][C:31]([CH3:33])=[CH2:32]. The catalyst is C1COCC1. The product is [C:13]1([C:23]2[CH:28]=[CH:27][CH:26]=[CH:25][CH:24]=2)[CH:18]=[CH:17][CH:16]=[C:15]([CH:19]([CH2:32][C:31]([CH3:33])=[CH2:30])[C:20]([OH:22])=[O:21])[CH:14]=1. The yield is 0.130. (2) The reactants are C([O:3][C:4]([CH:6]1[CH2:11][CH2:10][CH:9]([CH2:12][C:13]2[NH:17][C:16]3[CH:18]=[CH:19][CH:20]=[CH:21][C:15]=3[N:14]=2)[CH2:8][CH2:7]1)=[O:5])C.[Li+].[OH-]. The catalyst is C1COCC1. The product is [NH:14]1[C:15]2[CH:21]=[CH:20][CH:19]=[CH:18][C:16]=2[N:17]=[C:13]1[CH2:12][C@@H:9]1[CH2:10][CH2:11][C@H:6]([C:4]([OH:5])=[O:3])[CH2:7][CH2:8]1. The yield is 0.370. (3) The yield is 0.990. The product is [CH3:16][O:13][C:12]([C:9]1([C:6]2[CH:5]=[CH:4][C:3]([O:2][CH3:1])=[CH:8][CH:7]=2)[CH2:10][CH2:11]1)=[O:14]. The catalyst is CO. The reactants are [CH3:1][O:2][C:3]1[CH:8]=[CH:7][C:6]([C:9]2([C:12]([OH:14])=[O:13])[CH2:11][CH2:10]2)=[CH:5][CH:4]=1.O.[C:16]1(C)C=CC(S(O)(=O)=O)=CC=1. (4) The reactants are [Cl:1][C:2]1[CH:7]=[CH:6][C:5]([N:8]2[CH2:14][CH:13]3[N:15]([CH2:16][CH2:17][CH2:18][CH2:19][NH:20]C(=O)C(F)(F)F)[CH:10]([CH2:11][CH2:12]3)[CH2:9]2)=[CH:4][CH:3]=1. The catalyst is C(O)C.[OH-].[K+]. The product is [Cl:1][C:2]1[CH:7]=[CH:6][C:5]([N:8]2[CH2:14][CH:13]3[N:15]([CH2:16][CH2:17][CH2:18][CH2:19][NH2:20])[CH:10]([CH2:11][CH2:12]3)[CH2:9]2)=[CH:4][CH:3]=1. The yield is 0.949. (5) The reactants are [N:1]1[CH:6]=[CH:5][CH:4]=[N:3][C:2]=1[C:7]1[CH:8]=[C:9]([CH2:13][CH2:14][NH2:15])[CH:10]=[CH:11][CH:12]=1.C[O:17][C:18](=O)[C:19]1[C:24]([CH2:25]Br)=[CH:23][CH:22]=[CH:21][C:20]=1[Br:27].CCN(C(C)C)C(C)C. The catalyst is C(O)(C)C. The product is [Br:27][C:20]1[CH:21]=[CH:22][CH:23]=[C:24]2[C:19]=1[C:18](=[O:17])[N:15]([CH2:14][CH2:13][C:9]1[CH:10]=[CH:11][CH:12]=[C:7]([C:2]3[N:3]=[CH:4][CH:5]=[CH:6][N:1]=3)[CH:8]=1)[CH2:25]2. The yield is 0.800. (6) The reactants are [C:1]1([C@H:7]([NH:25][C:26]([O:28][C@@H:29]2[CH:34]3[CH2:35][CH2:36][N:31]([CH2:32][CH2:33]3)[CH2:30]2)=[O:27])[C:8]2[CH:9]=[C:10]([CH:22]=[CH:23][CH:24]=2)[O:11][CH2:12][C:13]2[CH:21]=[CH:20][C:16]([C:17](O)=[O:18])=[CH:15][CH:14]=2)[CH:6]=[CH:5][CH:4]=[CH:3][CH:2]=1.Cl.[CH:38]1([CH2:41][O:42][C:43]2[CH:44]=[C:45]([C@@H:53]([O:64][C:65]([C@H:67]3[NH:71][CH2:70][CH2:69][S:68]3)=[O:66])[CH2:54][C:55]3[C:60]([Cl:61])=[CH:59][N+:58]([O-:62])=[CH:57][C:56]=3[Cl:63])[CH:46]=[CH:47][C:48]=2[O:49][CH:50]([F:52])[F:51])[CH2:40][CH2:39]1.CCN=C=NCCCN(C)C.Cl. The catalyst is CN(C=O)C.CN(C1C=CN=CC=1)C. The product is [CH:38]1([CH2:41][O:42][C:43]2[CH:44]=[C:45]([C@@H:53]([O:64][C:65]([C@H:67]3[N:71]([C:17](=[O:18])[C:16]4[CH:20]=[CH:21][C:13]([CH2:12][O:11][C:10]5[CH:22]=[CH:23][CH:24]=[C:8]([C@H:7]([C:1]6[CH:6]=[CH:5][CH:4]=[CH:3][CH:2]=6)[NH:25][C:26]([O:28][C@@H:29]6[CH:34]7[CH2:33][CH2:32][N:31]([CH2:36][CH2:35]7)[CH2:30]6)=[O:27])[CH:9]=5)=[CH:14][CH:15]=4)[CH2:70][CH2:69][S:68]3)=[O:66])[CH2:54][C:55]3[C:60]([Cl:61])=[CH:59][N+:58]([O-:62])=[CH:57][C:56]=3[Cl:63])[CH:46]=[CH:47][C:48]=2[O:49][CH:50]([F:52])[F:51])[CH2:40][CH2:39]1. The yield is 0.340. (7) The reactants are B1C2CCCC1CCC2.C1COCC1.[CH3:15][N:16]1[CH2:21][CH2:20][C:19](=[CH2:22])[CH2:18][CH2:17]1.C[C:24]1[CH:29]=[CH:28][C:27]([N+:30]([O-:32])=[O:31])=[C:26]([CH3:33])[N:25]=1.C(=O)([O-])[O-].[K+].[K+]. The catalyst is CN(C=O)C.Cl[Pd]Cl.C1(P(C2C=CC=CC=2)[C-]2C=CC=C2)C=CC=CC=1.[C-]1(P(C2C=CC=CC=2)C2C=CC=CC=2)C=CC=C1.[Fe+2]. The product is [CH3:33][C:26]1[C:27]([N+:30]([O-:32])=[O:31])=[CH:28][CH:29]=[C:24]([CH2:22][CH:19]2[CH2:20][CH2:21][N:16]([CH3:15])[CH2:17][CH2:18]2)[N:25]=1. The yield is 0.100. (8) The reactants are [C:1](N1C=CN=C1)([N:3]1[CH:7]=[CH:6][N:5]=[CH:4]1)=[O:2].[CH2:13]([N:16]([CH2:36][CH:37]=[CH2:38])[C:17]1[N:22]=[C:21]([N:23]([CH2:27][CH:28]=[CH2:29])[CH2:24][CH:25]=[CH2:26])[N:20]=[C:19]([N:30]2[CH2:35][CH2:34][NH:33][CH2:32][CH2:31]2)[N:18]=1)[CH:14]=[CH2:15].C1CCN2C(=NCCC2)CC1.C(OCC)(=O)C. The catalyst is C1COCC1.CCCCCC. The product is [N:3]1([C:1]([N:33]2[CH2:32][CH2:31][N:30]([C:19]3[N:18]=[C:17]([N:16]([CH2:13][CH:14]=[CH2:15])[CH2:36][CH:37]=[CH2:38])[N:22]=[C:21]([N:23]([CH2:24][CH:25]=[CH2:26])[CH2:27][CH:28]=[CH2:29])[N:20]=3)[CH2:35][CH2:34]2)=[O:2])[CH:7]=[CH:6][N:5]=[CH:4]1. The yield is 0.790. (9) The reactants are Cl.[CH3:2][O:3][C:4]1[CH:5]=[C:6]2[C:11](=[CH:12][C:13]=1[O:14][CH3:15])[CH2:10][NH:9][CH2:8][CH2:7]2.[C:16]([O:20][C:21]([N:23]1[C@H:32]([C:33](O)=[O:34])[CH2:31][C:30]2[C:25](=[CH:26][CH:27]=[CH:28][CH:29]=2)[CH2:24]1)=[O:22])([CH3:19])([CH3:18])[CH3:17].C(N(CC)CC)C.[O-]P1(OP([O-])(=O)OP([O-])(=O)OP([O-])(=O)O1)=O.[Na+].[Na+].[Na+].[Na+]. The catalyst is C(Cl)Cl. The product is [CH3:2][O:3][C:4]1[CH:5]=[C:6]2[C:11](=[CH:12][C:13]=1[O:14][CH3:15])[CH2:10][N:9]([C:33]([C@@H:32]1[CH2:31][C:30]3[C:25](=[CH:26][CH:27]=[CH:28][CH:29]=3)[CH2:24][N:23]1[C:21]([O:20][C:16]([CH3:19])([CH3:18])[CH3:17])=[O:22])=[O:34])[CH2:8][CH2:7]2. The yield is 0.780.